From a dataset of Catalyst prediction with 721,799 reactions and 888 catalyst types from USPTO. Predict which catalyst facilitates the given reaction. (1) Reactant: CS([O:5][C@H:6]1[C@H:10]([NH:11][S:12]([CH:15]([CH3:17])[CH3:16])(=[O:14])=[O:13])[CH2:9][O:8][CH2:7]1)(=O)=O.[Br:18][C:19]1[CH:24]=[CH:23][C:22](O)=[CH:21][CH:20]=1.C(=O)([O-])[O-].[Cs+].[Cs+].C(=O)(O)[O-].[Na+]. Product: [Br:18][C:19]1[CH:24]=[CH:23][C:22]([O:5][C@@H:6]2[CH2:7][O:8][CH2:9][C@H:10]2[NH:11][S:12]([CH:15]([CH3:17])[CH3:16])(=[O:14])=[O:13])=[CH:21][CH:20]=1. The catalyst class is: 10. (2) Reactant: [CH3:1][N:2]([CH3:11])[C:3]1[N:4]=[CH:5][C:6]([CH2:9][OH:10])=[N:7][CH:8]=1. Product: [CH3:1][N:2]([CH3:11])[C:3]1[N:4]=[CH:5][C:6]([CH:9]=[O:10])=[N:7][CH:8]=1. The catalyst class is: 327. (3) Reactant: [CH3:1][CH:2]1[CH2:7][CH2:6][N:5]([C:8]([N:10]2[CH2:16][C:15]3[CH:17]=[C:18](B(O)O)[CH:19]=[CH:20][C:14]=3[O:13][CH2:12][CH2:11]2)=[O:9])[CH2:4][CH2:3]1.C(=O)([O-])[O-].[K+].[K+].[C:30](#[N:32])[CH3:31]. Product: [CH3:1][CH:2]1[CH2:7][CH2:6][N:5]([C:8]([N:10]2[CH2:16][C:15]3[CH:17]=[C:18]([C:31]4[CH:30]=[N:32][C:8]([NH2:10])=[N:5][CH:4]=4)[CH:19]=[CH:20][C:14]=3[O:13][CH2:12][CH2:11]2)=[O:9])[CH2:4][CH2:3]1. The catalyst class is: 287. (4) Reactant: C[Si]([N-][Si](C)(C)C)(C)C.[Li+].[CH3:11][N:12]1[C:17]2[CH:18]=[CH:19][C:20]([NH:22][C:23](=[O:32])[O:24][CH2:25][C:26]3C=CC=CC=3)=[CH:21][C:16]=2[CH2:15][O:14][C:13]1=[O:33].[C:34](OC[C@@H]1OC1)(=[O:38])CCC. Product: [OH:38][CH2:34][C@@H:25]1[O:24][C:23](=[O:32])[N:22]([C:20]2[CH:19]=[CH:18][C:17]3[N:12]([CH3:11])[C:13](=[O:33])[O:14][CH2:15][C:16]=3[CH:21]=2)[CH2:26]1. The catalyst class is: 217. (5) Reactant: [Br:1][C:2]1[C:11]2[C:6](=[CH:7][C:8]([C:12]3[N:13]=[C:14]([C:17]4[CH:22]=[CH:21][CH:20]=[CH:19][CH:18]=4)[S:15][CH:16]=3)=[CH:9][CH:10]=2)[CH:5]=[CH:4][C:3]=1[O:23][CH2:24][C:25]1[CH:34]=[CH:33][C:28]([C:29]([O:31]C)=[O:30])=[CH:27][CH:26]=1.[OH-].[Na+]. Product: [Br:1][C:2]1[C:11]2[C:6](=[CH:7][C:8]([C:12]3[N:13]=[C:14]([C:17]4[CH:18]=[CH:19][CH:20]=[CH:21][CH:22]=4)[S:15][CH:16]=3)=[CH:9][CH:10]=2)[CH:5]=[CH:4][C:3]=1[O:23][CH2:24][C:25]1[CH:26]=[CH:27][C:28]([C:29]([OH:31])=[O:30])=[CH:33][CH:34]=1. The catalyst class is: 87. (6) Reactant: [CH2:1]([NH:8][C:9]([C@H:11]1[CH2:15][C@@H:14]([O:16][CH2:17][CH3:18])[CH2:13][N:12]1C(OC(C)(C)C)=O)=O)[C:2]1[CH:7]=[CH:6][CH:5]=[CH:4][CH:3]=1.C(OCC)(=O)C.C(OCC)(=O)C.Cl. Product: [CH2:1]([NH:8][CH2:9][C@H:11]1[CH2:15][C@@H:14]([O:16][CH2:17][CH3:18])[CH2:13][NH:12]1)[C:2]1[CH:3]=[CH:4][CH:5]=[CH:6][CH:7]=1. The catalyst class is: 5. (7) Reactant: C1(P(C2CCCCC2)C2C=CC=CC=2C2C(OC)=CC=CC=2OC)CCCCC1.[NH2:30][C:31]1[CH:51]=[CH:50][C:34]([O:35][C:36]2[C:41]([C:42]3[CH:47]=[CH:46][N:45]=[C:44]([NH:48][CH3:49])[CH:43]=3)=[CH:40][CH:39]=[CH:38][N:37]=2)=[CH:33][CH:32]=1.Cl[C:53]1[C:58]2[CH2:59][CH2:60][CH2:61][C:57]=2[C:56]([C:62]2[CH:67]=[CH:66][CH:65]=[CH:64][CH:63]=2)=[N:55][N:54]=1.CC(C)([O-])C.[Na+]. The catalyst class is: 110. Product: [CH3:49][NH:48][C:44]1[CH:43]=[C:42]([C:41]2[C:36]([O:35][C:34]3[CH:50]=[CH:51][C:31]([NH:30][C:53]4[N:54]=[N:55][C:56]([C:62]5[CH:67]=[CH:66][CH:65]=[CH:64][CH:63]=5)=[C:57]5[CH2:61][CH2:60][CH2:59][C:58]=45)=[CH:32][CH:33]=3)=[N:37][CH:38]=[CH:39][CH:40]=2)[CH:47]=[CH:46][N:45]=1. (8) Reactant: C[O:2][C:3]1[CH:8]=[CH:7][C:6]([CH2:9][CH2:10]/[CH:11]=[CH:12]/[CH2:13][CH2:14][C:15]([OH:17])=[O:16])=[CH:5][CH:4]=1.COC.B(Br)(Br)Br. Product: [OH:2][C:3]1[CH:4]=[CH:5][C:6]([CH2:9][CH2:10]/[CH:11]=[CH:12]/[CH2:13][CH2:14][C:15]([OH:17])=[O:16])=[CH:7][CH:8]=1. The catalyst class is: 2. (9) Reactant: [CH2:1]([C:3]1[CH:13]=[CH:12][CH:11]=[C:5]2[C:6]([O:8][C:9](=[O:10])[C:4]=12)=O)[CH3:2].Cl.[NH2:15][CH:16]1[CH2:21][CH2:20][C:19](=[O:22])[NH:18][C:17]1=[O:23].C([O-])(=O)C.[Na+]. Product: [O:23]=[C:17]1[CH:16]([N:15]2[C:9](=[O:10])[C:4]3[C:5](=[CH:11][CH:12]=[CH:13][C:3]=3[CH2:1][CH3:2])[C:6]2=[O:8])[CH2:21][CH2:20][C:19](=[O:22])[NH:18]1. The catalyst class is: 15. (10) Reactant: Cl[C:2]1[N:7]=[CH:6][C:5]([CH2:8][N:9]2[CH:14]=[C:13]([C:15]3[O:19][N:18]=[C:17]([C:20]4[CH:25]=[CH:24][C:23]([O:26][C:27]([F:30])([F:29])[F:28])=[CH:22][CH:21]=4)[N:16]=3)[CH:12]=[CH:11][C:10]2=[O:31])=[CH:4][CH:3]=1.[NH2:32][CH2:33][CH2:34][CH2:35][OH:36].O. Product: [OH:36][CH2:35][CH2:34][CH2:33][NH:32][C:2]1[N:7]=[CH:6][C:5]([CH2:8][N:9]2[CH:14]=[C:13]([C:15]3[O:19][N:18]=[C:17]([C:20]4[CH:25]=[CH:24][C:23]([O:26][C:27]([F:30])([F:29])[F:28])=[CH:22][CH:21]=4)[N:16]=3)[CH:12]=[CH:11][C:10]2=[O:31])=[CH:4][CH:3]=1. The catalyst class is: 270.